Dataset: In vitro SARS-CoV-2 activity screen of 1,480 approved drugs from Prestwick library. Task: Binary Classification. Given a drug SMILES string, predict its activity (active/inactive) in a high-throughput screening assay against a specified biological target. (1) The drug is C/C(=C(\CCOP(=O)(O)O)SC(=O)c1ccccc1)N(C=O)Cc1cnc(C)nc1N. The result is 0 (inactive). (2) The compound is C[C@]12CC[C@H]3[C@@H](CCC4=C(O)C(=O)CC[C@@]43C)[C@@H]1CCC2=O. The result is 1 (active). (3) The drug is CCCOC(=O)Cc1ccc(OCC(=O)N(CC)CC)c(OC)c1. The result is 0 (inactive).